This data is from Catalyst prediction with 721,799 reactions and 888 catalyst types from USPTO. The task is: Predict which catalyst facilitates the given reaction. (1) Reactant: [OH:1][C@H:2]1[C@H:7]2[C@@H:8](I)[C@H:4]([C@@H:5]([C:18]([O:20][CH3:21])=[O:19])[N:6]2[C@@H:10]([C:12]2[CH:17]=[CH:16][CH:15]=[CH:14][CH:13]=2)[CH3:11])[CH2:3]1.O.[F-:23].C([N+](CCCC)(CCCC)CCCC)CCC. Product: [F:23][C@@H:8]1[C@H:4]2[CH2:3][C@@H:2]([OH:1])[C@@H:7]1[N:6]([C@@H:10]([C:12]1[CH:17]=[CH:16][CH:15]=[CH:14][CH:13]=1)[CH3:11])[C@@H:5]2[C:18]([O:20][CH3:21])=[O:19]. The catalyst class is: 115. (2) Reactant: [Br:1][C:2]1[CH:7]=[CH:6][CH:5]=[CH:4][C:3]=1[C:8]1[C:17](=O)[C:16]2[C:11](=[CH:12][C:13]([OH:20])=[C:14]([Cl:19])[CH:15]=2)[O:10][CH:9]=1.O.[NH2:22][NH2:23]. Product: [Br:1][C:2]1[CH:7]=[CH:6][CH:5]=[CH:4][C:3]=1[C:8]1[C:17]([C:16]2[CH:15]=[C:14]([Cl:19])[C:13]([OH:20])=[CH:12][C:11]=2[OH:10])=[N:22][NH:23][CH:9]=1. The catalyst class is: 8. (3) Reactant: [CH3:1][C:2]1([C:9]2[CH:14]=[CH:13][C:12]([O:15][CH:16]([CH3:18])[CH3:17])=[CH:11][CH:10]=2)[NH:6][C:5](=[O:7])[NH:4][C:3]1=[O:8].C1(P(C2C=CC=CC=2)C2C=CC=CC=2)C=CC=CC=1.N(C(OCC)=O)=NC([O-])=O.[Si:48]([O:65][CH:66](O)[C:67]#[C:68][CH3:69])([C:61]([CH3:64])([CH3:63])[CH3:62])([C:55]1[CH:60]=[CH:59][CH:58]=[CH:57][CH:56]=1)[C:49]1[CH:54]=[CH:53][CH:52]=[CH:51][CH:50]=1. The catalyst class is: 359. Product: [Si:48]([O:65][CH2:66][C:67]#[C:68][CH2:69][N:4]1[C:3](=[O:8])[C:2]([CH3:1])([C:9]2[CH:14]=[CH:13][C:12]([O:15][CH:16]([CH3:18])[CH3:17])=[CH:11][CH:10]=2)[NH:6][C:5]1=[O:7])([C:61]([CH3:62])([CH3:63])[CH3:64])([C:55]1[CH:56]=[CH:57][CH:58]=[CH:59][CH:60]=1)[C:49]1[CH:54]=[CH:53][CH:52]=[CH:51][CH:50]=1.